This data is from Catalyst prediction with 721,799 reactions and 888 catalyst types from USPTO. The task is: Predict which catalyst facilitates the given reaction. (1) Reactant: [Br:1][C:2]1[CH:10]=[C:9]([C:11]#[N:12])[CH:8]=[C:7]2[C:3]=1[CH:4]=[N:5][NH:6]2.[F:13][C:14]1[CH:15]=[C:16](B(O)O)[CH:17]=[C:18]([F:28])[C:19]=1[O:20][CH2:21][C:22]1[CH:27]=[CH:26][CH:25]=[CH:24][CH:23]=1.N1C=CC=CC=1. Product: [Br:1][C:2]1[CH:10]=[C:9]([C:11]#[N:12])[CH:8]=[C:7]2[C:3]=1[CH:4]=[N:5][N:6]2[C:16]1[CH:17]=[C:18]([F:28])[C:19]([O:20][CH2:21][C:22]2[CH:23]=[CH:24][CH:25]=[CH:26][CH:27]=2)=[C:14]([F:13])[CH:15]=1. The catalyst class is: 221. (2) Reactant: O=[C:2]1[CH2:7][CH:6]([C:8]([O:10][CH2:11][CH3:12])=[O:9])[CH2:5][CH2:4][NH:3]1.COC1C=CC(P2(SP(C3C=CC(OC)=CC=3)(=S)S2)=[S:22])=CC=1. Product: [S:22]=[C:2]1[CH2:7][CH:6]([C:8]([O:10][CH2:11][CH3:12])=[O:9])[CH2:5][CH2:4][NH:3]1. The catalyst class is: 11. (3) The catalyst class is: 9. Reactant: [CH:1]([C:3]1[CH:7]=[C:6]([NH:8][S:9]([C:12]2[CH:17]=[CH:16][CH:15]=[CH:14][CH:13]=2)(=[O:11])=[O:10])[N:5]([C:18]2[CH:23]=[CH:22][CH:21]=[CH:20][CH:19]=2)[N:4]=1)=[O:2].[C:24](=O)([O-])[O-].[K+].[K+].IC.O. Product: [CH:1]([C:3]1[CH:7]=[C:6]([N:8]([CH3:24])[S:9]([C:12]2[CH:17]=[CH:16][CH:15]=[CH:14][CH:13]=2)(=[O:11])=[O:10])[N:5]([C:18]2[CH:23]=[CH:22][CH:21]=[CH:20][CH:19]=2)[N:4]=1)=[O:2].